Dataset: Full USPTO retrosynthesis dataset with 1.9M reactions from patents (1976-2016). Task: Predict the reactants needed to synthesize the given product. (1) Given the product [F:23][C:20]([F:21])([F:22])[C@@H:19]([NH:24][S@:25]([C:27]([CH3:28])([CH3:29])[CH3:30])=[O:26])[C:15]1[CH:14]=[C:13]2[C:18](=[CH:17][CH:16]=1)[NH:10][C:11]([CH3:31])=[CH:12]2, predict the reactants needed to synthesize it. The reactants are: C1(S([N:10]2[C:18]3[C:13](=[CH:14][C:15]([C@H:19]([NH:24][S@:25]([C:27]([CH3:30])([CH3:29])[CH3:28])=[O:26])[C:20]([F:23])([F:22])[F:21])=[CH:16][CH:17]=3)[CH:12]=[C:11]2[CH3:31])(=O)=O)C=CC=CC=1.[OH-].[K+].O. (2) The reactants are: [OH:1][CH2:2][C:3]1[CH:8]=[CH:7][C:6]([NH:9][C:10](=[O:13])[CH:11]=[CH2:12])=[CH:5][CH:4]=1.[OH:14][C:15]([C:32]1[S:33][CH:34]=[CH:35][CH:36]=1)([C:27]1[S:28][CH:29]=[CH:30][CH:31]=1)[C:16]([O:18][C@H:19]1[CH2:24][CH2:23][C@H:22]([NH:25][CH3:26])[CH2:21][CH2:20]1)=[O:17]. Given the product [OH:14][C:15]([C:27]1[S:28][CH:29]=[CH:30][CH:31]=1)([C:32]1[S:33][CH:34]=[CH:35][CH:36]=1)[C:16]([O:18][C@H:19]1[CH2:20][CH2:21][C@H:22]([N:25]([CH2:12][CH2:11][C:10]([NH:9][C:6]2[CH:5]=[CH:4][C:3]([CH2:2][OH:1])=[CH:8][CH:7]=2)=[O:13])[CH3:26])[CH2:23][CH2:24]1)=[O:17], predict the reactants needed to synthesize it. (3) Given the product [Br:6][C:7]1[CH:8]=[CH:9][C:10]2[C:11]3[N:18]([CH:19]([CH3:30])[CH2:20][CH2:21][O:22][Si:23]([C:26]([CH3:29])([CH3:28])[CH3:27])([CH3:25])[CH3:24])[C:3]([CH2:2][Cl:1])=[N:17][C:12]=3[CH:13]=[N:14][C:15]=2[CH:16]=1, predict the reactants needed to synthesize it. The reactants are: [Cl:1][CH2:2][C:3](Cl)=O.[Br:6][C:7]1[CH:16]=[C:15]2[C:10]([C:11]([NH:18][CH:19]([CH3:30])[CH2:20][CH2:21][O:22][Si:23]([C:26]([CH3:29])([CH3:28])[CH3:27])([CH3:25])[CH3:24])=[C:12]([NH2:17])[CH:13]=[N:14]2)=[CH:9][CH:8]=1. (4) Given the product [C:3]([C:4]1[NH:27][C:11]([C:13]2[CH:18]=[CH:17][C:16]([CH3:19])=[CH:15][CH:14]=2)=[CH:10][N:6]=1)([CH3:8])([CH3:7])[CH3:2], predict the reactants needed to synthesize it. The reactants are: Cl.[CH3:2][C:3]([CH3:8])([CH3:7])[C:4]([NH2:6])=O.Br[CH2:10][C:11]([C:13]1[CH:18]=[CH:17][C:16]([CH3:19])=[CH:15][CH:14]=1)=O.C([O-])([O-])=O.[K+].[K+].C[N:27](C=O)C. (5) Given the product [C:1]([C:5]1[N:10]=[CH:9][C:8]([C:11]2[NH:15][C:16]3[CH:17]=[N:18][C:19]([C:23]([CH3:25])([CH3:24])[CH3:26])=[CH:20][C:21]=3[N:12]=2)=[CH:7][N:6]=1)([CH3:4])([CH3:2])[CH3:3], predict the reactants needed to synthesize it. The reactants are: [C:1]([C:5]1[N:10]=[CH:9][C:8]([C:11]#[N:12])=[CH:7][N:6]=1)([CH3:4])([CH3:3])[CH3:2].Cl.Cl.[NH2:15][C:16]1[CH:17]=[N:18][C:19]([C:23]([CH3:26])([CH3:25])[CH3:24])=[CH:20][C:21]=1N.Cl.Cl.C1(N)C=CC=CC=1N.C(=O)([O-])[O-].[Na+].[Na+].C(=O)=O.